Dataset: Peptide-MHC class I binding affinity with 185,985 pairs from IEDB/IMGT. Task: Regression. Given a peptide amino acid sequence and an MHC pseudo amino acid sequence, predict their binding affinity value. This is MHC class I binding data. The peptide sequence is FLAPLPIHTA. The MHC is HLA-A03:01 with pseudo-sequence HLA-A03:01. The binding affinity (normalized) is 0.231.